This data is from HIV replication inhibition screening data with 41,000+ compounds from the AIDS Antiviral Screen. The task is: Binary Classification. Given a drug SMILES string, predict its activity (active/inactive) in a high-throughput screening assay against a specified biological target. (1) The molecule is C=C1C2CCC3C4(C)CCCC(C)(C(=O)O)C4CCC3(C2)C1OC(C)=O. The result is 1 (active). (2) The result is 0 (inactive). The molecule is Cc1ccc(SCC(=CCS(=O)(=O)c2ccc(C)cc2)S(=O)(=O)c2ccc(Br)cc2)cc1. (3) The drug is Cc1ccc(S(=O)(=O)CC2(Br)CCc3ccccc3C2=O)cc1. The result is 0 (inactive).